This data is from Full USPTO retrosynthesis dataset with 1.9M reactions from patents (1976-2016). The task is: Predict the reactants needed to synthesize the given product. (1) Given the product [CH3:31][O:30][C:26]1[CH:25]=[C:24]([CH:29]=[CH:28][CH:27]=1)[CH2:23][C:14]1([C:18]([O:20][CH3:21])=[O:19])[CH2:15][CH2:16][CH2:17][O:13]1, predict the reactants needed to synthesize it. The reactants are: C(NC(C)C)(C)C.C([Li])CCC.[O:13]1[CH2:17][CH2:16][CH2:15][CH:14]1[C:18]([O:20][CH3:21])=[O:19].Br[CH2:23][C:24]1[CH:29]=[CH:28][CH:27]=[C:26]([O:30][CH3:31])[CH:25]=1.Cl. (2) Given the product [NH2:26][CH:14]1[CH2:15][CH2:16][CH2:17][C:10]2([C:9](=[O:19])[N:8]([CH3:4])[CH2:12][CH2:11]2)[CH2:13]1, predict the reactants needed to synthesize it. The reactants are: ClC1C=[C:4]([N:8]2[CH2:12][CH2:11][C:10]3([CH2:17][CH2:16][CH2:15][C:14](=O)[CH2:13]3)[C:9]2=[O:19])C=CC=1.C([O-])(=O)C.[NH4+].C([BH3-])#[N:26].[Na+].